This data is from Full USPTO retrosynthesis dataset with 1.9M reactions from patents (1976-2016). The task is: Predict the reactants needed to synthesize the given product. (1) Given the product [CH:34]1([CH2:27][N:24]2[CH2:23][CH2:22][CH:21]([N:9]([CH2:8][C:5]3[CH:6]=[CH:7][C:2]([CH3:1])=[CH:3][CH:4]=3)[C:10](=[O:20])[CH2:11][C:12]3[CH:13]=[CH:14][C:15]([O:18][CH3:19])=[CH:16][CH:17]=3)[CH2:26][CH2:25]2)[CH2:39][CH2:38][CH2:37][CH2:36][CH2:35]1, predict the reactants needed to synthesize it. The reactants are: [CH3:1][C:2]1[CH:7]=[CH:6][C:5]([CH2:8][N:9]([CH:21]2[CH2:26][CH2:25][N:24]([C:27](OC(C)(C)C)=O)[CH2:23][CH2:22]2)[C:10](=[O:20])[CH2:11][C:12]2[CH:17]=[CH:16][C:15]([O:18][CH3:19])=[CH:14][CH:13]=2)=[CH:4][CH:3]=1.[CH:34]1(C=O)[CH2:39][CH2:38][CH2:37][CH2:36][CH2:35]1.[BH4-].C(OC(=O)C)(=O)C. (2) The reactants are: Br[C:2]1[CH:7]=[C:6]([Cl:8])[CH:5]=[C:4]([F:9])[C:3]=1[NH:10][C:11]([NH:13][CH:14]1[CH2:19][CH2:18][N:17]([C:20]([O:22][C:23]([CH3:26])([CH3:25])[CH3:24])=[O:21])[CH2:16][CH2:15]1)=[O:12].C1C=CC(P(C2C(C3C(P(C4C=CC=CC=4)C4C=CC=CC=4)=CC=C4C=3C=CC=C4)=C3C(C=CC=C3)=CC=2)C2C=CC=CC=2)=CC=1. Given the product [Cl:8][C:6]1[CH:5]=[C:4]([F:9])[C:3]2[NH:10][C:11](=[O:12])[N:13]([CH:14]3[CH2:19][CH2:18][N:17]([C:20]([O:22][C:23]([CH3:26])([CH3:25])[CH3:24])=[O:21])[CH2:16][CH2:15]3)[C:2]=2[CH:7]=1, predict the reactants needed to synthesize it. (3) The reactants are: O.[C:2]([CH:15]=[CH2:16])([C:5]([C:8]([C:11]([F:14])([F:13])[F:12])([F:10])[F:9])([F:7])[F:6])([F:4])[F:3].BrN1C(=[O:23])CCC1=O.ClS(O)(=O)=O. Given the product [F:9][C:8]([F:10])([C:11]([F:12])([F:13])[F:14])[C:5]([F:7])([F:6])[C:2]([F:4])([F:3])[CH:15]1[CH2:16][O:23]1, predict the reactants needed to synthesize it.